Dataset: Peptide-MHC class II binding affinity with 134,281 pairs from IEDB. Task: Regression. Given a peptide amino acid sequence and an MHC pseudo amino acid sequence, predict their binding affinity value. This is MHC class II binding data. (1) The peptide sequence is AAHSAAFEDLRVSSY. The MHC is HLA-DQA10501-DQB10301 with pseudo-sequence HLA-DQA10501-DQB10301. The binding affinity (normalized) is 0.203. (2) The peptide sequence is VIPANWKPDTVYTSK. The MHC is HLA-DPA10201-DPB11401 with pseudo-sequence HLA-DPA10201-DPB11401. The binding affinity (normalized) is 0. (3) The peptide sequence is AAEILRPAKRFPPALPIWAR. The MHC is DRB1_0404 with pseudo-sequence DRB1_0404. The binding affinity (normalized) is 0. (4) The binding affinity (normalized) is 0. The MHC is DRB3_0202 with pseudo-sequence DRB3_0202. The peptide sequence is MAKKGGEAMDTISVF. (5) The peptide sequence is QAYAATVAAAPQVKY. The MHC is DRB1_1201 with pseudo-sequence DRB1_1201. The binding affinity (normalized) is 0.724. (6) The MHC is DRB1_0101 with pseudo-sequence DRB1_0101. The binding affinity (normalized) is 0.306. The peptide sequence is KSTNGLRIKSYEDAK.